Dataset: Forward reaction prediction with 1.9M reactions from USPTO patents (1976-2016). Task: Predict the product of the given reaction. Given the reactants [CH2:1]([O:8][CH2:9][N:10]1[C:18]2[C:17]([NH2:19])=[N:16][C:15]([CH2:20][CH2:21][CH2:22][CH3:23])=[N:14][C:13]=2[C:12](I)=[CH:11]1)[C:2]1[CH:7]=[CH:6][CH:5]=[CH:4][CH:3]=1.[CH2:25]([OH:31])[CH2:26][CH2:27][CH2:28][C:29]#[CH:30].C(N(CC)CC)C, predict the reaction product. The product is: [NH2:19][C:17]1[C:18]2[N:10]([CH2:9][O:8][CH2:1][C:2]3[CH:7]=[CH:6][CH:5]=[CH:4][CH:3]=3)[CH:11]=[C:12]([C:30]#[C:29][CH2:28][CH2:27][CH2:26][CH2:25][OH:31])[C:13]=2[N:14]=[C:15]([CH2:20][CH2:21][CH2:22][CH3:23])[N:16]=1.